Dataset: Full USPTO retrosynthesis dataset with 1.9M reactions from patents (1976-2016). Task: Predict the reactants needed to synthesize the given product. (1) Given the product [C:8]([C:7]1[CH:10]=[C:3]([CH:1]2[NH:20][CH:21]([C:25]([OH:27])=[O:26])[CH2:22][CH2:23][S:24]2)[CH:4]=[CH:5][C:6]=1[O:11][C:12]1[CH:17]=[CH:16][C:15]([CH3:18])=[CH:14][C:13]=1[OH:19])#[N:9], predict the reactants needed to synthesize it. The reactants are: [CH:1]([C:3]1[CH:4]=[CH:5][C:6]([O:11][C:12]2[CH:17]=[CH:16][C:15]([CH3:18])=[CH:14][C:13]=2[OH:19])=[C:7]([CH:10]=1)[C:8]#[N:9])=O.[NH2:20][C@H:21]([C:25]([OH:27])=[O:26])[CH2:22][CH2:23][SH:24]. (2) Given the product [Br:1][C:2]1[CH:7]=[CH:6][C:5]2[S:8](=[O:10])(=[O:9])[NH:11][CH:14]([CH3:15])[C:4]=2[CH:3]=1, predict the reactants needed to synthesize it. The reactants are: [Br:1][C:2]1[CH:7]=[CH:6][C:5]([S:8]([N:11]=[N+]=[N-])(=[O:10])=[O:9])=[C:4]([CH2:14][CH3:15])[CH:3]=1.N#N. (3) The reactants are: [Br:1][C:2]1[CH:7]=[CH:6][C:5]([OH:8])=[C:4]([F:9])[CH:3]=1.[CH2:10](Br)[C:11]1[CH:16]=[CH:15][CH:14]=[CH:13][CH:12]=1. Given the product [CH2:10]([O:8][C:5]1[CH:6]=[CH:7][C:2]([Br:1])=[CH:3][C:4]=1[F:9])[C:11]1[CH:16]=[CH:15][CH:14]=[CH:13][CH:12]=1, predict the reactants needed to synthesize it. (4) Given the product [NH:1]1[C:9]2[C:4](=[CH:5][CH:6]=[CH:7][CH:8]=2)[C:3]([C:10](=[O:14])[C:11]([O:13][CH3:15])=[O:12])=[CH:2]1, predict the reactants needed to synthesize it. The reactants are: [NH:1]1[C:9]2[C:4](=[CH:5][CH:6]=[CH:7][CH:8]=2)[C:3]([C:10](=[O:14])[C:11]([OH:13])=[O:12])=[CH:2]1.[C:15](Cl)(=O)C(Cl)=O.CO.O. (5) Given the product [CH3:21][O:20][C:17]1[CH:16]=[CH:15][C:14]([C:13]2[N:12]=[C:11]([S:22][CH2:23][C:24]3[CH:25]=[N:26][CH:27]=[CH:28][CH:29]=3)[N:10]([CH2:31][C:32]([O:34][CH2:35][CH3:36])=[O:33])[C:9]=2[C:6]2[CH:5]=[CH:4][C:3]([O:2][CH3:1])=[CH:8][CH:7]=2)=[CH:19][CH:18]=1, predict the reactants needed to synthesize it. The reactants are: [CH3:1][O:2][C:3]1[CH:8]=[CH:7][C:6]([C:9]2[N:10]=[C:11]([S:22][CH2:23][C:24]3[CH:25]=[N:26][CH:27]=[CH:28][CH:29]=3)[NH:12][C:13]=2[C:14]2[CH:19]=[CH:18][C:17]([O:20][CH3:21])=[CH:16][CH:15]=2)=[CH:5][CH:4]=1.Br[CH2:31][C:32]([O:34][CH2:35][CH3:36])=[O:33].[H-].[Na+]. (6) Given the product [F:19][C:20]1[CH:44]=[CH:43][C:23]([C:24]([NH:26][C:27]2[CH:32]=[CH:31][CH:30]=[CH:29][C:28]=2[OH:33])=[O:25])=[CH:22][CH:21]=1, predict the reactants needed to synthesize it. The reactants are: FC1C=CC(C(Cl)=O)=CC=1.NC1C=CC=CC=1O.[F:19][C:20]1[CH:44]=[CH:43][C:23]([C:24]([NH:26][C:27]2[CH:32]=[CH:31][CH:30]=[CH:29][C:28]=2[O:33]C(=O)C2C=CC(F)=CC=2)=[O:25])=[CH:22][CH:21]=1.